Predict the product of the given reaction. From a dataset of Forward reaction prediction with 1.9M reactions from USPTO patents (1976-2016). Given the reactants COC(=O)[C:4]1[C:9](C)=[CH:8][C:7](C2C=CC=C(C(F)(F)F)C=2)=[N:6][C:5]=1OC.Cl[C:25]1[N:30]=[C:29]([C:31]([N:33]2[CH2:38][CH2:37][CH:36]([N:39]3[CH2:43][CH2:42][CH2:41][CH2:40]3)[CH2:35][CH2:34]2)=[O:32])[C:28]([CH3:44])=[CH:27][C:26]=1[C:45]1[CH:50]=[CH:49][CH:48]=[C:47]([C:51]([F:54])([F:53])[F:52])[CH:46]=1.N1C=CC=C(B(O)O)C=1, predict the reaction product. The product is: [CH3:44][C:28]1[CH:27]=[C:26]([C:45]2[CH:50]=[CH:49][CH:48]=[C:47]([C:51]([F:54])([F:53])[F:52])[CH:46]=2)[C:25]([C:4]2[CH:5]=[N:6][CH:7]=[CH:8][CH:9]=2)=[N:30][C:29]=1[C:31]([N:33]1[CH2:38][CH2:37][CH:36]([N:39]2[CH2:43][CH2:42][CH2:41][CH2:40]2)[CH2:35][CH2:34]1)=[O:32].